Predict the product of the given reaction. From a dataset of Forward reaction prediction with 1.9M reactions from USPTO patents (1976-2016). (1) Given the reactants [S:1]1[CH:5]=[CH:4][CH:3]=[C:2]1[CH2:6][CH2:7][CH2:8][CH2:9][C:10]([OH:12])=O.O=P12OP3(OP(OP(O3)(O1)=O)(=O)O2)=O.C1(C)C=CC=CC=1, predict the reaction product. The product is: [S:1]1[CH:5]=[CH:4][C:3]2[C:10](=[O:12])[CH2:9][CH2:8][CH2:7][CH2:6][C:2]1=2. (2) Given the reactants OO.O.[PH2]([O-])=O.[Na+].[C:8]([OH:12])(=[O:11])[CH:9]=[CH2:10].[OH:13][CH2:14][CH2:15][O:16][C:17](=[O:20])[CH:18]=[CH2:19].C(O)[C@@H](O)[C@H]1OC(=O)C(O)=C1O, predict the reaction product. The product is: [C:8]([OH:12])(=[O:11])[CH:9]=[CH2:10].[OH:13][CH2:14][CH2:15][O:16][C:17](=[O:20])[CH:18]=[CH2:19]. (3) Given the reactants [OH:1][CH:2]1[C:6]2([CH2:11][CH2:10][N:9](C(OC(C)(C)C)=O)[CH2:8][CH2:7]2)[C:5](=[O:19])[N:4]([C:20]2[CH2:21][O:22][C:23](=[O:26])[C:24]=2[CH3:25])[CH2:3]1.C(O)(C(F)(F)F)=O, predict the reaction product. The product is: [OH:1][CH:2]1[C:6]2([CH2:7][CH2:8][NH:9][CH2:10][CH2:11]2)[C:5](=[O:19])[N:4]([C:20]2[CH2:21][O:22][C:23](=[O:26])[C:24]=2[CH3:25])[CH2:3]1. (4) Given the reactants [C:1]([CH:3]1[CH2:8][CH2:7][N:6]([C:9]([N:11]2[CH2:16][CH:15]([C:17]3[CH:22]=[CH:21][C:20]([C:23]([F:26])([F:25])[F:24])=[CH:19][CH:18]=3)[CH2:14][CH:13]([C:27](O)=[O:28])[CH2:12]2)=[O:10])[CH2:5][CH2:4]1)#[N:2].[F:30][C:31]1[CH:36]=[CH:35][C:34]([C:37](=[NH:40])[NH:38]O)=[CH:33][CH:32]=1, predict the reaction product. The product is: [F:30][C:31]1[CH:36]=[CH:35][C:34]([C:37]2[N:40]=[C:27]([CH:13]3[CH2:14][CH:15]([C:17]4[CH:18]=[CH:19][C:20]([C:23]([F:25])([F:24])[F:26])=[CH:21][CH:22]=4)[CH2:16][N:11]([C:9]([N:6]4[CH2:7][CH2:8][CH:3]([C:1]#[N:2])[CH2:4][CH2:5]4)=[O:10])[CH2:12]3)[O:28][N:38]=2)=[CH:33][CH:32]=1. (5) Given the reactants [Cl:1][C:2]1[C:7]2=[C:8]([CH3:11])[CH:9]=[CH:10][N:6]2[N:5]=[CH:4][N:3]=1.CC(N=NC(C#N)(C)C)(C#N)C.C1C(=O)N([Br:31])C(=O)C1, predict the reaction product. The product is: [Br:31][CH2:11][C:8]1[CH:9]=[CH:10][N:6]2[C:7]=1[C:2]([Cl:1])=[N:3][CH:4]=[N:5]2. (6) Given the reactants C1N=C(N)C2N=CN([C@@H:47]3[O:46][C@H:45]([CH2:60][O:61]P([O:43][C@H:44]4[C@@H:48]([OH:49])[C@H:47](N5C6N=CN=C(N)C=6N=C5)[O:46][C@@H:45]4[CH2:60][O:61]P([O:43][C@H:44]4[C@@H:48]([OH:49])[C@H:47](N5C6N=CN=C(N)C=6N=C5)[O:46][C@@H:45]4[CH2:60][OH:61])(O)=O)(O)=O)[C@@H:44]([OH:43])[C@H:48]3[OH:49])C=2N=1.N1C(N)=C2C(N=CN2)=NC=1.P(OC[C@H]1O[C@@H](N2C3N=CN=C(N)C=3N=C2)[C@H](O)[C@@H]1O)(O)(O)=[O:75].P(OC[C@H]1O[C@@H](N2C=CC(=O)NC2=O)[C@H](O)[C@@H]1O)(O)(O)=O.P(OC[C@H]1O[C@@H](N2C3N=C(N)NC(=O)C=3N=C2)[C@H](O)[C@@H]1O)(O)(O)=O.P(OC[C@H]1O[C@@H](N2C=CC(N)=NC2=O)[C@H](O)[C@@H]1O)(O)(O)=O, predict the reaction product. The product is: [O:46]=[CH:47][C@@H:48]([C@@H:44]([C@@H:45]([CH2:60][OH:61])[OH:75])[OH:43])[OH:49].